Dataset: Full USPTO retrosynthesis dataset with 1.9M reactions from patents (1976-2016). Task: Predict the reactants needed to synthesize the given product. (1) Given the product [CH3:27][O:28][CH2:29][CH2:30][NH:31][C:10]([CH:9]1[CH2:13][C:14](=[CH2:16])[CH2:15][N:8]1[C:6]([NH:17][C:20]1[CH:25]=[CH:24][CH:23]=[C:22]([CH3:26])[CH:21]=1)=[O:7])=[O:12], predict the reactants needed to synthesize it. The reactants are: C(O[C:6]([N:8]1[CH2:15][C:14](=[CH2:16])[CH2:13][C@H:9]1[C:10]([OH:12])=O)=[O:7])(C)(C)C.[N:17]([C:20]1[CH:25]=[CH:24][CH:23]=[C:22]([CH3:26])[CH:21]=1)=C=O.[CH3:27][O:28][CH2:29][CH2:30][NH2:31]. (2) Given the product [C:12]([C:9]1[O:10][C:11]2[C:3]([CH2:2][O:15][C:16]3[CH:21]=[CH:20][C:19]([CH2:22][CH2:23][C:24]([O:26][C:27]([CH3:28])([CH3:29])[CH3:30])=[O:25])=[C:18]([CH3:31])[C:17]=3[CH3:32])=[CH:4][C:5]([F:14])=[CH:6][C:7]=2[CH:8]=1)#[N:13], predict the reactants needed to synthesize it. The reactants are: Br[CH2:2][C:3]1[C:11]2[O:10][C:9]([C:12]#[N:13])=[CH:8][C:7]=2[CH:6]=[C:5]([F:14])[CH:4]=1.[OH:15][C:16]1[CH:21]=[CH:20][C:19]([CH2:22][CH2:23][C:24]([O:26][C:27]([CH3:30])([CH3:29])[CH3:28])=[O:25])=[C:18]([CH3:31])[C:17]=1[CH3:32].C(=O)([O-])[O-].[K+].[K+]. (3) Given the product [ClH:20].[ClH:21].[Cl:20][C:19]1[C:14]([N:11]2[CH2:10][CH2:9][NH:8][CH2:13][CH2:12]2)=[N:15][CH:16]=[CH:17][N:18]=1, predict the reactants needed to synthesize it. The reactants are: C(OC([N:8]1[CH2:13][CH2:12][N:11]([C:14]2[C:19]([Cl:20])=[N:18][CH:17]=[CH:16][N:15]=2)[CH2:10][CH2:9]1)=O)(C)(C)C.[ClH:21].O1CCOCC1. (4) The reactants are: [NH2:1][C:2]1[C:10]([Br:11])=[C:9]([F:12])[CH:8]=[CH:7][C:3]=1[C:4](O)=[O:5].[CH3:13][NH2:14].CCCP1(OP(CCC)(=O)OP(CCC)(=O)O1)=O.C1COCC1. Given the product [NH2:1][C:2]1[C:10]([Br:11])=[C:9]([F:12])[CH:8]=[CH:7][C:3]=1[C:4]([NH:14][CH3:13])=[O:5], predict the reactants needed to synthesize it. (5) Given the product [Cl:1][C:2]1[CH:3]=[CH:4][C:5]([O:25][CH2:26][C:27]2[CH:28]=[CH:29][CH:30]=[CH:31][CH:32]=2)=[C:6]([C:8]2[CH:12]=[CH:11][S:10][C:9]=2[C:13]2[CH:14]=[C:15]([C:19](=[O:24])[C:20]([F:22])([F:23])[F:21])[CH:16]=[N:17][CH:18]=2)[CH:7]=1, predict the reactants needed to synthesize it. The reactants are: [Cl:1][C:2]1[CH:3]=[CH:4][C:5]([O:25][CH2:26][C:27]2[CH:32]=[CH:31][CH:30]=[CH:29][CH:28]=2)=[C:6]([C:8]2[CH:12]=[CH:11][S:10][C:9]=2[C:13]2[CH:14]=[C:15]([CH:19]([OH:24])[C:20]([F:23])([F:22])[F:21])[CH:16]=[N:17][CH:18]=2)[CH:7]=1. (6) Given the product [F:6][C:7]1[CH:8]=[C:9]([C@H:14]2[CH2:19][C@@H:18]([O:20][S:2]([CH3:1])(=[O:4])=[O:3])[CH2:17][CH2:16][N:15]2[C:21]([O:23][C:24]([CH3:27])([CH3:26])[CH3:25])=[O:22])[CH:10]=[CH:11][C:12]=1[F:13], predict the reactants needed to synthesize it. The reactants are: [CH3:1][S:2](Cl)(=[O:4])=[O:3].[F:6][C:7]1[CH:8]=[C:9]([C@H:14]2[CH2:19][C@@H:18]([OH:20])[CH2:17][CH2:16][N:15]2[C:21]([O:23][C:24]([CH3:27])([CH3:26])[CH3:25])=[O:22])[CH:10]=[CH:11][C:12]=1[F:13].C(OC(OC(C)(C)C)=O)(OC(C)(C)C)=O.C(N(CC)CC)C. (7) Given the product [N:15]1([C:21]2[N:26]=[CH:25][C:24]([NH:27][C:12]([C:10]3[N:11]=[C:7]([C:1]4[CH:2]=[CH:3][CH:4]=[CH:5][CH:6]=4)[S:8][CH:9]=3)=[O:14])=[CH:23][CH:22]=2)[CH2:20][CH2:19][O:18][CH2:17][CH2:16]1, predict the reactants needed to synthesize it. The reactants are: [C:1]1([C:7]2[S:8][CH:9]=[C:10]([C:12]([OH:14])=O)[N:11]=2)[CH:6]=[CH:5][CH:4]=[CH:3][CH:2]=1.[N:15]1([C:21]2[N:26]=[CH:25][C:24]([NH2:27])=[CH:23][CH:22]=2)[CH2:20][CH2:19][O:18][CH2:17][CH2:16]1. (8) Given the product [F:30][C:27]1[CH:28]=[CH:29][C:24]([CH2:23][NH:22][C:20]([C:18]2[N:19]=[C:14]([CH:9]3[CH2:10][O:11][CH2:12][CH2:13][NH:8]3)[N:15]([CH3:33])[C:16](=[O:32])[C:17]=2[OH:31])=[O:21])=[CH:25][CH:26]=1, predict the reactants needed to synthesize it. The reactants are: C(OC([N:8]1[CH2:13][CH2:12][O:11][CH2:10][CH:9]1[C:14]1[N:15]([CH3:33])[C:16](=[O:32])[C:17]([OH:31])=[C:18]([C:20]([NH:22][CH2:23][C:24]2[CH:29]=[CH:28][C:27]([F:30])=[CH:26][CH:25]=2)=[O:21])[N:19]=1)=O)(C)(C)C.ClCCl.C(O)(C(F)(F)F)=O.